Dataset: Peptide-MHC class I binding affinity with 185,985 pairs from IEDB/IMGT. Task: Regression. Given a peptide amino acid sequence and an MHC pseudo amino acid sequence, predict their binding affinity value. This is MHC class I binding data. (1) The peptide sequence is LTGGVTLFF. The MHC is HLA-B58:01 with pseudo-sequence HLA-B58:01. The binding affinity (normalized) is 0.568. (2) The peptide sequence is KRIKGTIM. The MHC is HLA-B27:05 with pseudo-sequence HLA-B27:05. The binding affinity (normalized) is 0.420.